From a dataset of HIV replication inhibition screening data with 41,000+ compounds from the AIDS Antiviral Screen. Binary Classification. Given a drug SMILES string, predict its activity (active/inactive) in a high-throughput screening assay against a specified biological target. The compound is CCCCCCSCCC(C)=NOC. The result is 0 (inactive).